From a dataset of Full USPTO retrosynthesis dataset with 1.9M reactions from patents (1976-2016). Predict the reactants needed to synthesize the given product. (1) Given the product [ClH:45].[CH3:28][S:25]([CH2:24][CH2:23][NH:22][C:21]([C:20]1[N:19]=[C:18]([C:30]([F:32])([F:31])[F:33])[N:15]2[CH2:16][CH2:17][N:12]([C:10](=[O:11])[CH2:9][C@H:8]([NH2:7])[CH2:34][C:35]3[CH:40]=[C:39]([F:41])[C:38]([F:42])=[CH:37][C:36]=3[F:43])[CH2:13][C:14]=12)=[O:29])(=[O:26])=[O:27], predict the reactants needed to synthesize it. The reactants are: C(OC(=O)[NH:7][C@H:8]([CH2:34][C:35]1[CH:40]=[C:39]([F:41])[C:38]([F:42])=[CH:37][C:36]=1[F:43])[CH2:9][C:10]([N:12]1[CH2:17][CH2:16][N:15]2[C:18]([C:30]([F:33])([F:32])[F:31])=[N:19][C:20]([C:21](=[O:29])[NH:22][CH2:23][CH2:24][S:25]([CH3:28])(=[O:27])=[O:26])=[C:14]2[CH2:13]1)=[O:11])(C)(C)C.[ClH:45]. (2) Given the product [CH3:22][C:21]([CH3:24])([O:25][C:26]([N:11]1[CH2:12][CH2:13][CH:8]([CH2:7][C:6]([O:5][CH2:2][CH3:3])=[O:38])[CH2:9][CH2:10]1)=[O:27])[CH3:23], predict the reactants needed to synthesize it. The reactants are: Cl.[C:2]([O:5][CH2:6][CH2:7][CH:8]1[CH2:13][CH2:12][NH:11][CH2:10][CH2:9]1)(=O)[CH3:3].C(N(CC)CC)C.[C:21]([O:25][C:26](O[C:26]([O:25][C:21]([CH3:24])([CH3:23])[CH3:22])=[O:27])=[O:27])([CH3:24])([CH3:23])[CH3:22].C([OH:38])C. (3) Given the product [C:23]1([CH2:22][CH2:21][CH2:13][O:16][C:6]2[CH:7]=[CH:8][C:9]([N+:10]([O-:12])=[O:11])=[CH:2][C:3]=2[CH:4]=[O:5])[CH:28]=[CH:27][CH:26]=[CH:25][CH:24]=1, predict the reactants needed to synthesize it. The reactants are: O[C:2]1[C:9]([N+:10]([O-:12])=[O:11])=[CH:8][CH:7]=[CH:6][C:3]=1[CH:4]=[O:5].[C:13](=[O:16])([O-])[O-].[K+].[K+].BrC[CH2:21][CH2:22][C:23]1[CH:28]=[CH:27][CH:26]=[CH:25][CH:24]=1.CN(C)C=O.